The task is: Predict the reactants needed to synthesize the given product.. This data is from Full USPTO retrosynthesis dataset with 1.9M reactions from patents (1976-2016). (1) Given the product [Cl:1][C:2]1[CH:3]=[CH:4][C:5]([CH:8]2[CH2:13][CH2:12][CH2:11][N:10]([C:32]([C:31]3[CH:35]=[CH:36][N:37]=[C:29]([F:28])[CH:30]=3)=[O:33])[CH2:9]2)=[CH:6][CH:7]=1, predict the reactants needed to synthesize it. The reactants are: [Cl:1][C:2]1[CH:7]=[CH:6][C:5]([CH:8]2[CH2:13][CH2:12][CH2:11][NH:10][CH2:9]2)=[CH:4][CH:3]=1.C(Cl)CCl.C1C=CC2N(O)N=NC=2C=1.[F:28][C:29]1[CH:30]=[C:31]([CH:35]=[CH:36][N:37]=1)[C:32](O)=[O:33]. (2) Given the product [CH3:1][C:2]1[N:7]=[C:6]2[S:8][C:9]3[CH2:14][CH2:13][CH2:12][CH2:11][C:10]=3[C:5]2=[C:4]([C:15]2[CH:16]=[N:17][C:18]([CH3:21])=[CH:19][CH:20]=2)[C:3]=1[CH:22]([O:27][C:28]([CH3:31])([CH3:30])[CH3:29])[C:23]([OH:25])=[O:24], predict the reactants needed to synthesize it. The reactants are: [CH3:1][C:2]1[N:7]=[C:6]2[S:8][C:9]3[CH2:14][CH2:13][CH2:12][CH2:11][C:10]=3[C:5]2=[C:4]([C:15]2[CH:16]=[N:17][C:18]([CH3:21])=[CH:19][CH:20]=2)[C:3]=1[CH:22]([O:27][C:28]([CH3:31])([CH3:30])[CH3:29])[C:23]([O:25]C)=[O:24].[OH-].[Na+]. (3) The reactants are: [Cl:1][C:2]1[CH:3]=[C:4]([NH:19][C:20]2[C:30]3[CH:29]=[C:28]([C:31]([OH:33])=O)[CH2:27][CH2:26][NH:25][C:24]=3[N:23]=[CH:22][N:21]=2)[CH:5]=[CH:6][C:7]=1[O:8][C:9]1[CH:14]=[CH:13][CH:12]=[C:11]([C:15]([F:18])([F:17])[F:16])[CH:10]=1.[NH2:34][CH2:35][C:36]([CH3:40])([CH3:39])[CH2:37][OH:38].Cl.C(N=C=NCCCN(C)C)C.O.ON1C2C=CC=CC=2N=N1. Given the product [Cl:1][C:2]1[CH:3]=[C:4]([NH:19][C:20]2[C:30]3[CH:29]=[C:28]([C:31]([NH:34][CH2:35][C:36]([CH3:40])([CH3:39])[CH2:37][OH:38])=[O:33])[CH2:27][CH2:26][NH:25][C:24]=3[N:23]=[CH:22][N:21]=2)[CH:5]=[CH:6][C:7]=1[O:8][C:9]1[CH:14]=[CH:13][CH:12]=[C:11]([C:15]([F:16])([F:17])[F:18])[CH:10]=1, predict the reactants needed to synthesize it. (4) Given the product [Cl:11][C:12]1[CH:17]=[C:16]([O:18][CH2:19][CH:20]=[C:21]([Cl:22])[Cl:23])[CH:15]=[C:14]([Cl:24])[C:13]=1[O:8][CH2:7][C:6]1[CH:9]=[CH:10][C:3]([CH:2]=[O:1])=[CH:4][CH:5]=1, predict the reactants needed to synthesize it. The reactants are: [OH:1][CH2:2][C:3]1[CH:10]=[CH:9][C:6]([CH:7]=[O:8])=[CH:5][CH:4]=1.[Cl:11][C:12]1[CH:17]=[C:16]([O:18][CH2:19][CH:20]=[C:21]([Cl:23])[Cl:22])[CH:15]=[C:14]([Cl:24])[C:13]=1O.C1(P(C2C=CC=CC=2)C2C=CC=CC=2)C=CC=CC=1.N(C(OC(C)C)=O)=NC(OC(C)C)=O. (5) Given the product [C:4]([C:6]1[CH:11]=[C:10]([C:12]([F:13])([F:14])[F:15])[N:9]=[C:8](/[CH:16]=[CH:17]/[CH2:18][NH:19][C:20](=[O:23])[O:21][CH3:22])[CH:7]=1)(=[O:5])[CH3:27], predict the reactants needed to synthesize it. The reactants are: CON(C)[C:4]([C:6]1[CH:11]=[C:10]([C:12]([F:15])([F:14])[F:13])[N:9]=[C:8](/[CH:16]=[CH:17]/[CH2:18][NH:19][C:20](=[O:23])[O:21][CH3:22])[CH:7]=1)=[O:5].Cl.O1CCC[CH2:27]1. (6) Given the product [C:1]([C:5]1[CH:10]=[CH:9][CH:8]=[CH:7][C:6]=1[N:11]1[C:30]2[CH:29]=[CH:28][C:16]3[C:17](=[O:27])[N:18]([CH2:24][CH2:25][Br:33])[C:19](=[O:23])[C:20]4=[CH:21][CH:22]=[C:13]([C:14]=2[C:15]=34)[C:12]1=[O:31])([CH3:4])([CH3:3])[CH3:2], predict the reactants needed to synthesize it. The reactants are: [C:1]([C:5]1[CH:10]=[CH:9][CH:8]=[CH:7][C:6]=1[N:11]1[C:30]2[CH:29]=[CH:28][C:16]3[C:17](=[O:27])[N:18]([CH2:24][CH2:25]O)[C:19](=[O:23])[C:20]4=[CH:21][CH:22]=[C:13]([C:14]=2[C:15]=34)[C:12]1=[O:31])([CH3:4])([CH3:3])[CH3:2].P(Br)(Br)[Br:33]. (7) Given the product [F:1][C:2]1[CH:3]=[C:4]([CH:8]=[C:9]([CH3:11])[CH:10]=1)[C:5]([O:7][CH3:12])=[O:6], predict the reactants needed to synthesize it. The reactants are: [F:1][C:2]1[CH:3]=[C:4]([CH:8]=[C:9]([CH3:11])[CH:10]=1)[C:5]([OH:7])=[O:6].[C:12](=O)([O-])[O-].[K+].[K+].CI. (8) Given the product [CH3:16][O:11][C:10](=[O:12])[C:9]1[CH:13]=[CH:14][C:6]([Br:5])=[C:7]([OH:15])[CH:8]=1, predict the reactants needed to synthesize it. The reactants are: S(Cl)(Cl)=O.[Br:5][C:6]1[CH:14]=[CH:13][C:9]([C:10]([OH:12])=[O:11])=[CH:8][C:7]=1[OH:15].[CH3:16]O.